From a dataset of Peptide-MHC class I binding affinity with 185,985 pairs from IEDB/IMGT. Regression. Given a peptide amino acid sequence and an MHC pseudo amino acid sequence, predict their binding affinity value. This is MHC class I binding data. The MHC is HLA-B40:01 with pseudo-sequence HLA-B40:01. The binding affinity (normalized) is 0.0847. The peptide sequence is ALSMADIFI.